From a dataset of Full USPTO retrosynthesis dataset with 1.9M reactions from patents (1976-2016). Predict the reactants needed to synthesize the given product. (1) Given the product [CH2:3]([O:11][CH2:12][C:13]([CH2:18][O:19][CH2:3][C:4]1[CH:9]=[CH:8][CH:7]=[CH:6][CH:5]=1)([CH2:16][O:17][CH2:3][C:4]1[CH:9]=[CH:8][CH:7]=[CH:6][CH:5]=1)[CH2:14][OH:15])[C:4]1[CH:9]=[CH:8][CH:7]=[CH:6][CH:5]=1, predict the reactants needed to synthesize it. The reactants are: [H-].[Na+].[CH2:3](Br)[C:4]1[CH:9]=[CH:8][CH:7]=[CH:6][CH:5]=1.[OH:11][CH2:12][C:13]([CH2:18][OH:19])([CH2:16][OH:17])[CH2:14][OH:15].[Cl-].[NH4+]. (2) Given the product [C:41]([OH:47])([C:43]([F:46])([F:45])[F:44])=[O:42].[NH:27]1[CH:26]=[C:25]([C:14]2[CH:15]=[C:16]([C:19]3[CH:20]=[CH:21][N:22]=[CH:23][CH:24]=3)[CH:17]=[CH:18][C:13]=2[NH:12][C:10](=[O:11])[C@H:9]([NH2:8])[CH2:37][CH:38]([CH3:39])[CH3:40])[CH:29]=[N:28]1, predict the reactants needed to synthesize it. The reactants are: C(OC([NH:8][C@H:9]([CH2:37][CH:38]([CH3:40])[CH3:39])[C:10]([NH:12][C:13]1[CH:18]=[CH:17][C:16]([C:19]2[CH:24]=[CH:23][N:22]=[CH:21][CH:20]=2)=[CH:15][C:14]=1[C:25]1[CH:26]=[N:27][N:28](C(OC(C)(C)C)=O)[CH:29]=1)=[O:11])=O)(C)(C)C.[C:41]([OH:47])([C:43]([F:46])([F:45])[F:44])=[O:42]. (3) The reactants are: [C:1]([C:3]1[CH:7]=[N:6][NH:5][C:4]=1[NH2:8])#[N:2].CN(C)[CH:11]=[CH:12][C:13]([C:15]1[CH:16]=[C:17]([N:21]([CH2:31][CH3:32])[S:22]([C:25]2[CH:30]=[CH:29][CH:28]=[CH:27][CH:26]=2)(=[O:24])=[O:23])[CH:18]=[CH:19][CH:20]=1)=O.C(OCC)(=O)C. Given the product [C:1]([C:3]1[CH:7]=[N:6][N:5]2[C:13]([C:15]3[CH:16]=[C:17]([N:21]([CH2:31][CH3:32])[S:22]([C:25]4[CH:30]=[CH:29][CH:28]=[CH:27][CH:26]=4)(=[O:24])=[O:23])[CH:18]=[CH:19][CH:20]=3)=[CH:12][CH:11]=[N:8][C:4]=12)#[N:2], predict the reactants needed to synthesize it. (4) Given the product [CH2:2]([O:3][C:4](=[O:5])/[CH:6]=[CH:35]/[C:31]([C:27]1[CH:28]=[CH:29][CH:30]=[C:25]([O:24][CH3:23])[CH:26]=1)([CH3:32])[CH3:34])[CH3:1], predict the reactants needed to synthesize it. The reactants are: [CH3:1][CH2:2][O:3][C:4]([CH2:6]P(OCC)(OCC)=O)=[O:5].[Li+].CC([N-]C(C)C)C.[CH3:23][O:24][C:25]1[CH:26]=[C:27]([C:31]([CH3:35])([CH3:34])[CH:32]=O)[CH:28]=[CH:29][CH:30]=1.[Cl-].[NH4+].